Dataset: Forward reaction prediction with 1.9M reactions from USPTO patents (1976-2016). Task: Predict the product of the given reaction. (1) Given the reactants [NH2:1][C@@H:2]([CH:19]([CH3:21])[CH3:20])[CH2:3][C@H:4]([C:10]1[S:11][CH:12]=[C:13]([C:15]([O:17][CH3:18])=[O:16])[N:14]=1)[O:5][C:6](=[O:9])[NH:7][CH3:8].[CH:22](=O)[CH2:23][CH3:24].C(O[BH-](OC(=O)C)OC(=O)C)(=O)C.[Na+], predict the reaction product. The product is: [CH3:20][CH:19]([CH3:21])[C@H:2]([NH:1][CH2:22][CH2:23][CH3:24])[CH2:3][C@H:4]([C:10]1[S:11][CH:12]=[C:13]([C:15]([O:17][CH3:18])=[O:16])[N:14]=1)[O:5][C:6](=[O:9])[NH:7][CH3:8]. (2) Given the reactants [C:1]([O:5][C:6]([N:8]1[CH2:13][CH2:12][CH2:11][CH2:10][CH:9]1[CH2:14][NH2:15])=[O:7])([CH3:4])([CH3:3])[CH3:2].Cl[C:17]1[NH:18][C:19]2[CH:25]=[CH:24][CH:23]=[CH:22][C:20]=2[N:21]=1, predict the reaction product. The product is: [C:1]([O:5][C:6]([N:8]1[CH2:13][CH2:12][CH2:11][CH2:10][CH:9]1[CH2:14][NH:15][C:17]1[NH:21][C:20]2[CH:22]=[CH:23][CH:24]=[CH:25][C:19]=2[N:18]=1)=[O:7])([CH3:4])([CH3:3])[CH3:2]. (3) Given the reactants [NH2:1][C:2]1[CH:3]=[C:4]([C@H:8]([N:16]([CH3:28])[C:17](=[O:27])[CH2:18][C:19]2[CH:24]=[CH:23][C:22]([Cl:25])=[C:21]([Cl:26])[CH:20]=2)[CH2:9][N:10]2[CH2:14][CH2:13][C@@H:12]([OH:15])[CH2:11]2)[CH:5]=[CH:6][CH:7]=1.N1C=CC=CC=1.[F:35][C:36]([F:46])([F:45])[CH2:37][O:38][CH2:39][CH2:40][S:41](Cl)(=[O:43])=[O:42], predict the reaction product. The product is: [Cl:26][C:21]1[CH:20]=[C:19]([CH2:18][C:17]([N:16]([C@@H:8]([C:4]2[CH:5]=[CH:6][CH:7]=[C:2]([NH:1][S:41]([CH2:40][CH2:39][O:38][CH2:37][C:36]([F:35])([F:45])[F:46])(=[O:43])=[O:42])[CH:3]=2)[CH2:9][N:10]2[CH2:14][CH2:13][C@@H:12]([OH:15])[CH2:11]2)[CH3:28])=[O:27])[CH:24]=[CH:23][C:22]=1[Cl:25]. (4) Given the reactants [CH2:1]([O:3][C:4]1[CH:5]=[C:6]([CH:10]=[CH:11][C:12]=1[O:13][CH2:14][CH3:15])[C:7]([OH:9])=O)[CH3:2].[NH2:16][C:17]([CH3:23])([CH3:22])[C:18]([O:20]C)=[O:19].CN(C(ON1N=NC2C=CC=NC1=2)=[N+](C)C)C.F[P-](F)(F)(F)(F)F.CCN(C(C)C)C(C)C.[Li+].[OH-].Cl, predict the reaction product. The product is: [CH2:1]([O:3][C:4]1[CH:5]=[C:6]([CH:10]=[CH:11][C:12]=1[O:13][CH2:14][CH3:15])[C:7]([NH:16][C:17]([CH3:23])([CH3:22])[C:18]([OH:20])=[O:19])=[O:9])[CH3:2]. (5) Given the reactants [C:1](Cl)(=[O:6])[C:2]([CH3:5])([CH3:4])[CH3:3].[Br:8][C:9]1[C:10]([NH2:29])=[N:11][CH:12]=[C:13]([C@@H:15]2[CH2:20][CH2:19][CH2:18][C@H:17]([O:21][Si:22]([C:25]([CH3:28])([CH3:27])[CH3:26])([CH3:24])[CH3:23])[CH2:16]2)[N:14]=1.CCOC(C)=O.C([O-])(O)=O.[Na+], predict the reaction product. The product is: [Br:8][C:9]1[C:10]([NH:29][C:1](=[O:6])[C:2]([CH3:5])([CH3:4])[CH3:3])=[N:11][CH:12]=[C:13]([CH:15]2[CH2:20][CH2:19][CH2:18][CH:17]([O:21][Si:22]([C:25]([CH3:27])([CH3:26])[CH3:28])([CH3:23])[CH3:24])[CH2:16]2)[N:14]=1. (6) Given the reactants [F:1][C:2]1[CH:7]=[CH:6][C:5]([C:8]2[C:12]([CH2:13][NH:14][C:15]3[CH:16]=[C:17]([C:20]([OH:22])=O)[NH:18][N:19]=3)=[C:11]([CH3:23])[O:10][N:9]=2)=[CH:4][CH:3]=1.[NH2:24][CH:25]1[CH2:30][CH2:29][O:28][CH2:27][CH2:26]1, predict the reaction product. The product is: [O:28]1[CH2:29][CH2:30][CH:25]([NH:24][C:20]([C:17]2[NH:18][N:19]=[C:15]([NH:14][CH2:13][C:12]3[C:8]([C:5]4[CH:4]=[CH:3][C:2]([F:1])=[CH:7][CH:6]=4)=[N:9][O:10][C:11]=3[CH3:23])[CH:16]=2)=[O:22])[CH2:26][CH2:27]1. (7) Given the reactants F[C:2]1[CH:7]=[CH:6][C:5]([N+:8]([O-:10])=[O:9])=[CH:4][C:3]=1[C:11]([F:14])([F:13])[F:12].[CH3:15][N:16]1[CH2:21][CH2:20][CH:19]([OH:22])[CH2:18][CH2:17]1, predict the reaction product. The product is: [CH3:15][N:16]1[CH2:21][CH2:20][CH:19]([O:22][C:2]2[CH:7]=[CH:6][C:5]([N+:8]([O-:10])=[O:9])=[CH:4][C:3]=2[C:11]([F:14])([F:13])[F:12])[CH2:18][CH2:17]1. (8) Given the reactants Cl.CN(C)CCCN=C=NCC.[NH2:13][C:14]1[C:15](=[O:27])[N:16]([CH3:26])[C:17](=[O:25])[N:18]([CH2:21][CH:22]([CH3:24])[CH3:23])[C:19]=1[NH2:20].[Cl:28][C:29]1[C:38]2[C:33](=[CH:34][C:35]([O:41][CH3:42])=[C:36]([O:39][CH3:40])[CH:37]=2)[C:32]([CH2:43][C:44](O)=O)=[CH:31][N:30]=1.ON1C2C=CC=CC=2N=N1, predict the reaction product. The product is: [ClH:28].[Cl:28][C:29]1[C:38]2[C:33](=[CH:34][C:35]([O:41][CH3:42])=[C:36]([O:39][CH3:40])[CH:37]=2)[C:32]([CH2:43][C:44]2[NH:13][C:14]3[C:15](=[O:27])[N:16]([CH3:26])[C:17](=[O:25])[N:18]([CH2:21][CH:22]([CH3:23])[CH3:24])[C:19]=3[N:20]=2)=[CH:31][N:30]=1. (9) Given the reactants C(O[C:6]([NH:8][NH:9][C:10](=[S:19])[C:11]1[CH:16]=[CH:15][C:14]([F:17])=[C:13]([F:18])[CH:12]=1)=[O:7])(C)(C)C.C(OC(NNC(=O)C1C=CC(F)=CC=1)=O)(C)(C)C.C(O)(C(F)(F)F)=O.CCN(C(C)C)C(C)C.[CH3:54][O:55][C:56](=[O:74])[C:57]1[CH:62]=[CH:61][CH:60]=[C:59]([C:63]2[O:64][C:65]3[CH:71]=[CH:70][CH:69]=[C:68]([CH:72]=O)[C:66]=3[N:67]=2)[CH:58]=1.[F:75][C:76]1[CH:84]=[C:83]([F:85])[CH:82]=[C:81]([F:86])[C:77]=1C(Cl)=O, predict the reaction product. The product is: [CH3:54][O:55][C:56](=[O:74])[C:57]1[CH:62]=[CH:61][CH:60]=[C:59]([C:63]2[O:64][C:65]3[CH:71]=[CH:70][CH:69]=[C:68]([CH:72]4[N:8]([C:6](=[O:7])[C:77]5[C:76]([F:75])=[CH:84][C:83]([F:85])=[CH:82][C:81]=5[F:86])[N:9]=[C:10]([C:11]5[CH:16]=[CH:15][C:14]([F:17])=[C:13]([F:18])[CH:12]=5)[S:19]4)[C:66]=3[N:67]=2)[CH:58]=1. (10) Given the reactants [OH:1][C:2]1[CH:6]=[C:5]([C:7]([O:9][CH3:10])=[O:8])[O:4][N:3]=1.C(=O)([O-])[O-].[K+].[K+].Br[CH2:18][C:19]([O:21][CH2:22][CH3:23])=[O:20], predict the reaction product. The product is: [CH3:10][O:9][C:7]([C:5]1[O:4][N:3]=[C:2]([O:1][CH2:18][C:19]([O:21][CH2:22][CH3:23])=[O:20])[CH:6]=1)=[O:8].